Dataset: Catalyst prediction with 721,799 reactions and 888 catalyst types from USPTO. Task: Predict which catalyst facilitates the given reaction. Reactant: [NH:1]1[CH:5]=[C:4]([CH2:6][CH2:7][NH:8][C:9](=[O:24])[NH:10][CH:11]([CH2:15][C:16]2[CH:21]=[CH:20][C:19]([O:22][CH3:23])=[CH:18][CH:17]=2)[C:12]([OH:14])=O)[N:3]=[CH:2]1.[F:25][C:26]([F:31])([F:30])[C:27]([OH:29])=[O:28].C1([C:38]2([C:44]([OH:46])=[O:45])[CH2:43][CH2:42][NH:41][CH2:40][CH2:39]2)CCCCC1.C(N(C(C)C)CC)(C)C.CN(C(ON1N=N[C:66]2[CH:67]=[CH:68][CH:69]=[CH:70][C:65]1=2)=[N+](C)C)C.[B-](F)(F)(F)F. Product: [F:25][C:26]([F:31])([F:30])[C:27]([OH:29])=[O:28].[CH:65]1([CH:40]2[CH2:39][CH:38]([C:44]([OH:46])=[O:45])[CH2:43][CH2:42][N:41]2[C:12](=[O:14])[CH:11]([NH:10][C:9]([NH:8][CH2:7][CH2:6][C:4]2[N:3]=[CH:2][NH:1][CH:5]=2)=[O:24])[CH2:15][C:16]2[CH:21]=[CH:20][C:19]([O:22][CH3:23])=[CH:18][CH:17]=2)[CH2:66][CH2:67][CH2:68][CH2:69][CH2:70]1. The catalyst class is: 35.